Dataset: Full USPTO retrosynthesis dataset with 1.9M reactions from patents (1976-2016). Task: Predict the reactants needed to synthesize the given product. (1) The reactants are: [OH:1][C:2]1[CH:10]=[CH:9][CH:8]=[CH:7][C:3]=1[C:4]([OH:6])=O.CCN=C=NCCCN(C)C.C1C=CC2N(O)N=NC=2C=1.C(N(CC)CC)C.[NH2:39][CH:40]1[C:51]2[C:45](=[CH:46][CH:47]=[C:48]([S:53]([CH3:56])(=O)=O)[C:49](=[O:52])[CH:50]=2)[C:44]2[C:57]([O:65][CH3:66])=[C:58]([O:63][CH3:64])[C:59]([O:61][CH3:62])=[CH:60][C:43]=2[CH2:42][CH2:41]1. Given the product [OH:1][C:2]1[CH:10]=[CH:9][CH:8]=[CH:7][C:3]=1[C:4]([NH:39][C@@H:40]1[C:51]2[C:45](=[CH:46][CH:47]=[C:48]([S:53][CH3:56])[C:49](=[O:52])[CH:50]=2)[C:44]2[C:57]([O:65][CH3:66])=[C:58]([O:63][CH3:64])[C:59]([O:61][CH3:62])=[CH:60][C:43]=2[CH2:42][CH2:41]1)=[O:6], predict the reactants needed to synthesize it. (2) Given the product [CH2:23]([O:22][C:20]([C:19]1[CH:9]=[C:8]([CH2:13][CH3:12])[S:5][C:17]=1[NH2:18])=[O:21])[CH3:24], predict the reactants needed to synthesize it. The reactants are: O=C(CC)CO[S:5]([C:8]1[CH:13]=[CH:12]C(C)=C[CH:9]=1)(=O)=O.[C:17]([CH2:19][C:20]([O:22][CH2:23][CH3:24])=[O:21])#[N:18].[S-2].[Na+].[Na+].C(N(CC)CC)C. (3) Given the product [CH3:1][O:2][C:3](=[O:33])[C:4]1[CH:9]=[CH:8][C:7]([CH2:10][N:11]([C:13]2[C:18]([CH3:19])=[CH:17][C:16]([OH:20])=[CH:15][C:14]=2[F:31])[CH3:12])=[CH:6][C:5]=1[CH3:32], predict the reactants needed to synthesize it. The reactants are: [CH3:1][O:2][C:3](=[O:33])[C:4]1[CH:9]=[CH:8][C:7]([CH2:10][N:11]([C:13]2[C:18]([CH3:19])=[CH:17][C:16]([O:20][Si](C(C)C)(C(C)C)C(C)C)=[CH:15][C:14]=2[F:31])[CH3:12])=[CH:6][C:5]=1[CH3:32].[F-].C([N+](CCCC)(CCCC)CCCC)CCC.Cl. (4) Given the product [Cl:1][C:2]1[C:11]2[C:6](=[CH:7][CH:8]=[CH:9][CH:10]=2)[C:5]([N:12]2[CH2:17][CH2:16][NH:15][CH:14]([C:25]([O:27][CH3:28])=[O:26])[CH2:13]2)=[N:4][N:3]=1, predict the reactants needed to synthesize it. The reactants are: [Cl:1][C:2]1[C:11]2[C:6](=[CH:7][CH:8]=[CH:9][CH:10]=2)[C:5]([N:12]2[CH2:17][CH2:16][N:15](C(OC(C)(C)C)=O)[CH:14]([C:25]([O:27][CH3:28])=[O:26])[CH2:13]2)=[N:4][N:3]=1.FC(F)(F)C(O)=O.C(=O)(O)[O-].[Na+].